This data is from Full USPTO retrosynthesis dataset with 1.9M reactions from patents (1976-2016). The task is: Predict the reactants needed to synthesize the given product. (1) Given the product [Cl:1][C:2]1[CH:7]=[CH:6][C:5]([N:8]2[CH2:9][CH2:10][N:11]([C:14](=[O:30])[CH2:15][N:16]3[C:20]4=[N:21][CH:22]=[CH:23][CH:24]=[C:19]4[C:18]([C:25]4[N:29]([CH3:36])[CH:28]=[CH:27][N:26]=4)=[N:17]3)[CH2:12][CH2:13]2)=[CH:4][C:3]=1[O:31][CH3:32], predict the reactants needed to synthesize it. The reactants are: [Cl:1][C:2]1[CH:7]=[CH:6][C:5]([N:8]2[CH2:13][CH2:12][N:11]([C:14](=[O:30])[CH2:15][N:16]3[C:20]4=[N:21][CH:22]=[CH:23][CH:24]=[C:19]4[C:18]([C:25]4[NH:26][CH:27]=[CH:28][N:29]=4)=[N:17]3)[CH2:10][CH2:9]2)=[CH:4][C:3]=1[O:31][CH3:32].[H-].[Na+].I[CH3:36]. (2) Given the product [C:22]1([NH:21][C:2]2[CH:3]=[CH:4][C:5]3[N:6]([C:15]4[CH:20]=[CH:19][CH:18]=[CH:17][CH:16]=4)[C:7]4[C:12]([C:13]=3[CH:14]=2)=[CH:11][CH:10]=[CH:9][CH:8]=4)[C:31]2[C:26](=[CH:27][CH:28]=[CH:29][CH:30]=2)[CH:25]=[CH:24][CH:23]=1, predict the reactants needed to synthesize it. The reactants are: I[C:2]1[CH:3]=[CH:4][C:5]2[N:6]([C:15]3[CH:20]=[CH:19][CH:18]=[CH:17][CH:16]=3)[C:7]3[C:12]([C:13]=2[CH:14]=1)=[CH:11][CH:10]=[CH:9][CH:8]=3.[NH2:21][C:22]1[C:31]2[C:26](=[CH:27][CH:28]=[CH:29][CH:30]=2)[CH:25]=[CH:24][CH:23]=1.C(P(C(C)(C)C)C(C)(C)C)(C)(C)C.C(O[Na])(C)(C)C. (3) Given the product [Br:1][C:2]1[CH:3]=[C:4]([CH2:23][S:26][CH3:25])[C:5]([N:8]([C:16]([O:18][C:19]([CH3:22])([CH3:21])[CH3:20])=[O:17])[C:9]([O:11][C:12]([CH3:15])([CH3:14])[CH3:13])=[O:10])=[N:6][CH:7]=1, predict the reactants needed to synthesize it. The reactants are: [Br:1][C:2]1[CH:3]=[C:4]([CH2:23]Br)[C:5]([N:8]([C:16]([O:18][C:19]([CH3:22])([CH3:21])[CH3:20])=[O:17])[C:9]([O:11][C:12]([CH3:15])([CH3:14])[CH3:13])=[O:10])=[N:6][CH:7]=1.[CH3:25][S-:26].[Na+]. (4) Given the product [CH3:17][C:12]1[CH:13]=[N:14][CH:15]=[CH:16][C:11]=1[C:9]1[NH:8][C:5]2=[N:6][CH:7]=[C:2]([B:18]3[O:22][C:21]([CH3:24])([CH3:23])[C:20]([CH3:26])([CH3:25])[O:19]3)[CH:3]=[C:4]2[CH:10]=1, predict the reactants needed to synthesize it. The reactants are: Br[C:2]1[CH:3]=[C:4]2[CH:10]=[C:9]([C:11]3[CH:16]=[CH:15][N:14]=[CH:13][C:12]=3[CH3:17])[NH:8][C:5]2=[N:6][CH:7]=1.[B:18]1([B:18]2[O:22][C:21]([CH3:24])([CH3:23])[C:20]([CH3:26])([CH3:25])[O:19]2)[O:22][C:21]([CH3:24])([CH3:23])[C:20]([CH3:26])([CH3:25])[O:19]1.C([O-])(=O)C.[K+].